From a dataset of Reaction yield outcomes from USPTO patents with 853,638 reactions. Predict the reaction yield, written as a fraction of the theoretical maximum amount of product (1.0 means a 100% yield; for example, 0.34 means a 34% yield). (1) The reactants are Br[C:2]1[CH:3]=[C:4]([O:8][CH3:9])[CH:5]=[CH:6][CH:7]=1.[C:10]1([C:19]2[CH:24]=[CH:23][CH:22]=[CH:21][CH:20]=2)[C:11](B(O)O)=[CH:12][CH:13]=[CH:14][CH:15]=1.C(=O)([O-])[O-].[Na+].[Na+]. The catalyst is COC. The product is [CH3:9][O:8][C:4]1[CH:3]=[C:2]([C:24]2[C:19]([C:10]3[CH:15]=[CH:14][CH:13]=[CH:12][CH:11]=3)=[CH:20][CH:21]=[CH:22][CH:23]=2)[CH:7]=[CH:6][CH:5]=1. The yield is 0.900. (2) The reactants are C(OC([N:8]1[CH2:13][CH2:12][CH:11]([CH2:14][CH:15]([C:38]#[N:39])[NH:16][C:17]([C@@H:19]2[CH2:24][CH2:23][CH2:22][CH2:21][C@@H:20]2[NH:25][C:26]([C:28]2[N:29]([CH3:37])[C:30]3[C:35]([CH:36]=2)=[CH:34][CH:33]=[CH:32][CH:31]=3)=[O:27])=[O:18])[CH2:10][CH2:9]1)=O)(C)(C)C.C(O)(C(F)(F)F)=O. The catalyst is C(Cl)Cl. The product is [C:38]([CH:15]([NH:16][C:17]([C@@H:19]1[CH2:24][CH2:23][CH2:22][CH2:21][C@@H:20]1[NH:25][C:26]([C:28]1[N:29]([CH3:37])[C:30]2[C:35]([CH:36]=1)=[CH:34][CH:33]=[CH:32][CH:31]=2)=[O:27])=[O:18])[CH2:14][CH:11]1[CH2:12][CH2:13][NH:8][CH2:9][CH2:10]1)#[N:39]. The yield is 0.550. (3) The reactants are Cl[C:2](OC1C=CC([N+]([O-])=O)=CC=1)=[O:3].N1C=CC=CC=1.[NH2:20][CH2:21][CH2:22][C:23]1[CH:83]=[CH:82][C:26]([CH2:27][C:28]2[C:29]([CH3:81])=[CH:30][C:31]([O:73][CH2:74][C:75]3[CH:80]=[CH:79][CH:78]=[CH:77][CH:76]=3)=[C:32]([C@@H:34]3[O:63][C@H:62]([CH2:64][O:65][CH2:66][C:67]4[CH:72]=[CH:71][CH:70]=[CH:69][CH:68]=4)[C@@H:53]([O:54][CH2:55][C:56]4[CH:61]=[CH:60][CH:59]=[CH:58][CH:57]=4)[C@H:44]([O:45][CH2:46][C:47]4[CH:52]=[CH:51][CH:50]=[CH:49][CH:48]=4)[C@H:35]3[O:36][CH2:37][C:38]3[CH:43]=[CH:42][CH:41]=[CH:40][CH:39]=3)[CH:33]=2)=[CH:25][CH:24]=1.[NH2:84][C:85]([CH3:89])([CH3:88])[CH2:86][OH:87]. The catalyst is O.CS(C)=O.C(Cl)(Cl)Cl. The product is [CH2:37]([O:36][C@@H:35]1[C@@H:44]([O:45][CH2:46][C:47]2[CH:52]=[CH:51][CH:50]=[CH:49][CH:48]=2)[C@H:53]([O:54][CH2:55][C:56]2[CH:61]=[CH:60][CH:59]=[CH:58][CH:57]=2)[C@@H:62]([CH2:64][O:65][CH2:66][C:67]2[CH:68]=[CH:69][CH:70]=[CH:71][CH:72]=2)[O:63][C@H:34]1[C:32]1[CH:33]=[C:28]([CH2:27][C:26]2[CH:82]=[CH:83][C:23]([CH2:22][CH2:21][NH:20][C:2]([NH:84][C:85]([CH3:89])([CH3:88])[CH2:86][OH:87])=[O:3])=[CH:24][CH:25]=2)[C:29]([CH3:81])=[CH:30][C:31]=1[O:73][CH2:74][C:75]1[CH:80]=[CH:79][CH:78]=[CH:77][CH:76]=1)[C:38]1[CH:39]=[CH:40][CH:41]=[CH:42][CH:43]=1. The yield is 0.650. (4) The reactants are [H-].[Na+].[Cl:3][C:4]1[CH:5]=[C:6]([CH:31]=[CH:32][C:33]=1[O:34][CH:35]([CH3:37])[CH3:36])[C:7]([NH:9][C@H:10]([CH2:28][CH2:29][OH:30])[CH2:11][C:12]1[CH:17]=[CH:16][C:15]([C:18]2[N:19]=[C:20]([C:24](=NO)[CH3:25])[N:21]([CH3:23])[CH:22]=2)=[CH:14][CH:13]=1)=[O:8].Br[CH2:39][CH2:40][O:41][Si](C(C)(C)C)(C)C.CN(C=[O:53])C. The catalyst is CCOC(C)=O. The product is [Cl:3][C:4]1[CH:5]=[C:6]([CH:31]=[CH:32][C:33]=1[O:34][CH:35]([CH3:36])[CH3:37])[C:7]([NH:9][C@H:10]([CH2:28][CH2:29][OH:30])[CH2:11][C:12]1[CH:17]=[CH:16][C:15]([C:18]2[N:19]=[C:20]([C:24]3([CH3:25])[O:41][CH2:40][CH2:39][O:53]3)[N:21]([CH3:23])[CH:22]=2)=[CH:14][CH:13]=1)=[O:8]. The yield is 0.410.